Predict the reactants needed to synthesize the given product. From a dataset of Full USPTO retrosynthesis dataset with 1.9M reactions from patents (1976-2016). (1) Given the product [CH3:1][N:2]([N:34]=[O:35])[CH:3]1[CH2:7][CH2:6][N:5]([CH2:8][CH2:9][C:10]2[C:19]3[C:14](=[CH:15][CH:16]=[C:17]([O:20][CH3:21])[N:18]=3)[N:13]=[CH:12][CH:11]=2)[CH2:4]1, predict the reactants needed to synthesize it. The reactants are: [CH3:1][NH:2][CH:3]1[CH2:7][CH2:6][N:5]([CH2:8][CH2:9][C:10]2[C:19]3[C:14](=[CH:15][CH:16]=[C:17]([O:20][CH3:21])[N:18]=3)[N:13]=[CH:12][CH:11]=2)[CH2:4]1.CC1C=CC(S(N([N:34]=[O:35])C)(=O)=O)=CC=1. (2) Given the product [C:26]([O:30][C:31]([N:33]1[CH2:38][CH2:37][CH:36]([N:39]([CH2:40][C:41]2[CH:45]=[CH:44][S:43][CH:42]=2)[C:19]([NH:4][O:2][CH3:3])=[O:20])[CH2:35][CH2:34]1)=[O:32])([CH3:29])([CH3:27])[CH3:28], predict the reactants needed to synthesize it. The reactants are: Cl.[O:2]([NH2:4])[CH3:3].CCN(C(C)C)C(C)C.C1N=CN([C:19](N2C=NC=C2)=[O:20])C=1.[C:26]([O:30][C:31]([N:33]1[CH2:38][CH2:37][CH:36]([NH:39][CH2:40][C:41]2[CH:45]=[CH:44][S:43][CH:42]=2)[CH2:35][CH2:34]1)=[O:32])([CH3:29])([CH3:28])[CH3:27].C([O-])(O)=O.[Na+].